Dataset: Full USPTO retrosynthesis dataset with 1.9M reactions from patents (1976-2016). Task: Predict the reactants needed to synthesize the given product. (1) Given the product [CH:13]1([NH:12][C:10]2[C:9]3[C:4](=[CH:5][CH:6]=[C:7]([I:16])[CH:8]=3)[N:3]=[C:2]([N:18]([CH3:19])[CH3:17])[N:11]=2)[CH2:15][CH2:14]1, predict the reactants needed to synthesize it. The reactants are: Cl[C:2]1[N:11]=[C:10]([NH:12][CH:13]2[CH2:15][CH2:14]2)[C:9]2[C:4](=[CH:5][CH:6]=[C:7]([I:16])[CH:8]=2)[N:3]=1.[CH3:17][NH:18][CH3:19]. (2) The reactants are: [CH2:1]([NH:3][CH2:4][CH3:5])[CH3:2].[S:6]([O-:10])([OH:9])(=[O:8])=[O:7].[CH3:11][N:12]([C+:14]([N:16]([CH3:18])[CH3:17])Cl)[CH3:13]. Given the product [S:6]([O-:10])([OH:9])(=[O:8])=[O:7].[CH3:11][N:12]([CH3:13])[C:14]([N:16]([CH3:18])[CH3:17])=[N+:3]([CH2:4][CH3:5])[CH2:1][CH3:2], predict the reactants needed to synthesize it. (3) Given the product [Na+:11].[CH2:1]([P:3]([OH:4])([CH2:6][CH2:7][C:8]([O-:10])=[O:9])=[O:5])[CH3:2], predict the reactants needed to synthesize it. The reactants are: [CH2:1]([P:3]([CH2:6][CH2:7][CH2:8][OH:9])(=[O:5])[OH:4])[CH3:2].[OH-:10].[Na+:11].C. (4) Given the product [CH3:44][O:45][C:46]1[CH:55]=[C:54]([N:56]2[CH2:61][CH2:60][N:59]([C:5](=[O:6])/[CH:4]=[CH:3]/[CH:2]([CH3:1])[CH2:8][CH2:9][CH3:10])[CH2:58][CH2:57]2)[C:53]2[C:48](=[CH:49][CH:50]=[CH:51][CH:52]=2)[N:47]=1, predict the reactants needed to synthesize it. The reactants are: [CH3:1][CH:2]([CH2:8][CH2:9][CH3:10])/[CH:3]=[CH:4]/[C:5](O)=[O:6].C(N(C(C)C)CC)(C)C.CN(C(ON1N=NC2C=CC=NC1=2)=[N+](C)C)C.F[P-](F)(F)(F)(F)F.[CH3:44][O:45][C:46]1[CH:55]=[C:54]([N:56]2[CH2:61][CH2:60][NH:59][CH2:58][CH2:57]2)[C:53]2[C:48](=[CH:49][CH:50]=[CH:51][CH:52]=2)[N:47]=1.